Dataset: Catalyst prediction with 721,799 reactions and 888 catalyst types from USPTO. Task: Predict which catalyst facilitates the given reaction. (1) Reactant: [CH2:1]([O:5][CH2:6][CH2:7][O:8][C:9]1[CH:14]=[CH:13][C:12]([C:15]2[CH:16]=[CH:17][C:18]3[NH:25][CH2:24][CH2:23][CH2:22][C:21]([C:26]([NH:28][C:29]4[CH:34]=[CH:33][C:32]([S:35]([CH2:37][C:38]5[N:42]([CH2:43][CH2:44][CH3:45])[CH:41]=[N:40][CH:39]=5)=[O:36])=[CH:31][CH:30]=4)=[O:27])=[CH:20][C:19]=3[CH:46]=2)=[CH:11][CH:10]=1)[CH2:2][CH2:3][CH3:4].[CH:47]1([CH:50]=O)[CH2:49][CH2:48]1.C(O[BH-](OC(=O)C)OC(=O)C)(=O)C.[Na+].O. Product: [CH2:1]([O:5][CH2:6][CH2:7][O:8][C:9]1[CH:14]=[CH:13][C:12]([C:15]2[CH:16]=[CH:17][C:18]3[N:25]([CH2:50][CH:47]4[CH2:49][CH2:48]4)[CH2:24][CH2:23][CH2:22][C:21]([C:26]([NH:28][C:29]4[CH:30]=[CH:31][C:32]([S:35]([CH2:37][C:38]5[N:42]([CH2:43][CH2:44][CH3:45])[CH:41]=[N:40][CH:39]=5)=[O:36])=[CH:33][CH:34]=4)=[O:27])=[CH:20][C:19]=3[CH:46]=2)=[CH:11][CH:10]=1)[CH2:2][CH2:3][CH3:4]. The catalyst class is: 26. (2) Reactant: [Cl-:1].[CH3:2][N+:3]([CH3:14])([CH3:13])[CH2:4][CH2:5][CH2:6][NH:7][C:8](=[O:12])[C:9]([CH3:11])=[CH2:10].[CH:15]([NH:18][C:19](=[O:22])[CH:20]=[CH2:21])([CH3:17])[CH3:16].[OH:23][CH2:24][CH2:25][O:26][C:27](=[O:31])[C:28]([CH3:30])=[CH2:29]. Product: [CH3:11][C:9]([C:8]([NH:7][CH2:6][CH2:5][CH2:4][N+:3]([CH3:14])([CH3:2])[CH3:13])=[O:12])=[CH2:10].[Cl-:1].[CH:15]([NH:18][C:19](=[O:22])[CH:20]=[CH2:21])([CH3:17])[CH3:16].[CH3:30][C:28]([C:27]([O:26][CH2:25][CH2:24][OH:23])=[O:31])=[CH2:29]. The catalyst class is: 32. (3) Reactant: [CH:1]([O:4][C:5]([N:7]1[CH2:12][CH2:11][CH:10]([O:13][CH2:14][C:15]2[O:19][N:18]=[C:17]([C:20]3[CH:21]=[N:22][C:23](Cl)=[N:24][CH:25]=3)[N:16]=2)[CH2:9][CH2:8]1)=[O:6])([CH3:3])[CH3:2].[C:27]([O:31][C:32](=[O:47])[NH:33][C@@H:34]1[C@@H:38]([C:39]2[CH:44]=[CH:43][C:42]([F:45])=[CH:41][C:40]=2[F:46])[CH2:37][NH:36][CH2:35]1)([CH3:30])([CH3:29])[CH3:28].C1CCN2C(=NCCC2)CC1. Product: [CH:1]([O:4][C:5]([N:7]1[CH2:12][CH2:11][CH:10]([O:13][CH2:14][C:15]2[O:19][N:18]=[C:17]([C:20]3[CH:21]=[N:22][C:23]([N:36]4[CH2:37][C@H:38]([C:39]5[CH:44]=[CH:43][C:42]([F:45])=[CH:41][C:40]=5[F:46])[C@@H:34]([NH:33][C:32]([O:31][C:27]([CH3:30])([CH3:29])[CH3:28])=[O:47])[CH2:35]4)=[N:24][CH:25]=3)[N:16]=2)[CH2:9][CH2:8]1)=[O:6])([CH3:3])[CH3:2]. The catalyst class is: 16. (4) Product: [CH3:19][O:18][C:15]1[CH:16]=[CH:17][C:12]([CH2:11][NH:10][C:8](=[O:9])[C:4]2[CH:3]=[C:2](/[CH:28]=[CH:29]/[C:30]3[CH:35]=[CH:34][CH:33]=[CH:32][CH:31]=3)[CH:7]=[CH:6][N:5]=2)=[CH:13][CH:14]=1. The catalyst class is: 38. Reactant: Br[C:2]1[CH:7]=[CH:6][N:5]=[C:4]([C:8]([NH:10][CH2:11][C:12]2[CH:17]=[CH:16][C:15]([O:18][CH3:19])=[CH:14][CH:13]=2)=[O:9])[CH:3]=1.CC1(C)C(C)(C)OB(/[CH:28]=[CH:29]/[C:30]2[CH:35]=[CH:34][CH:33]=[CH:32][CH:31]=2)O1.C(=O)([O-])[O-].[Cs+].[Cs+]. (5) Reactant: [Al+3].[Cl-].[Cl-].[Cl-].[C:5]1(=[O:15])[C:14]2[C:9](=[CH:10][CH:11]=[CH:12][CH:13]=2)[CH2:8][CH2:7][CH2:6]1.[Br:16]Br. Product: [Br:16][C:10]1[CH:11]=[CH:12][CH:13]=[C:14]2[C:9]=1[CH2:8][CH2:7][CH2:6][C:5]2=[O:15]. The catalyst class is: 250. (6) Reactant: [CH3:1][C:2]1[CH:10]=[CH:9][C:5]([C:6](O)=O)=[CH:4][C:3]=1[N+:11]([O-:13])=[O:12].CN(C)C=[O:17].S(Cl)(Cl)=O.[CH2:23]([NH:26][CH2:27][CH2:28][CH3:29])[CH2:24][CH3:25]. Product: [CH2:23]([N:26]([CH2:27][CH2:28][CH3:29])[C:1](=[O:17])[C:2]1[CH:10]=[CH:9][C:5]([CH3:6])=[CH:4][C:3]=1[N+:11]([O-:13])=[O:12])[CH2:24][CH3:25]. The catalyst class is: 802. (7) Reactant: Br[C:2]1[N:3]=[CH:4][C:5]([O:31][CH3:32])=[C:6]2[C:10]([C:11](=[O:30])[C:12]([N:14]3[CH2:23][CH2:22][C:21]4[C:16](=[CH:17][CH:18]=[CH:19][C:20]=4[C:24]4[CH:29]=[CH:28][CH:27]=[CH:26][N:25]=4)[CH2:15]3)=[O:13])=[CH:9][NH:8][C:7]=12.[OH2:33].[CH2:34]([N:36]([CH2:39]C)CC)C.CN. Product: [CH3:32][O:31][C:5]1[CH:4]=[N:3][C:2]([C:34]([NH:36][CH3:39])=[O:33])=[C:7]2[NH:8][CH:9]=[C:10]([C:11](=[O:30])[C:12](=[O:13])[N:14]3[CH2:23][CH2:22][C:21]4[C:16](=[CH:17][CH:18]=[CH:19][C:20]=4[C:24]4[CH:29]=[CH:28][CH:27]=[CH:26][N:25]=4)[CH2:15]3)[C:6]=12. The catalyst class is: 203.